From a dataset of Forward reaction prediction with 1.9M reactions from USPTO patents (1976-2016). Predict the product of the given reaction. (1) Given the reactants [CH3:1][C:2]1[C:3]([CH:26]=C)=[C:4]([CH:9]=[C:10]([CH2:13][C:14]2[CH:19]=[CH:18][C:17]([C:20]3[CH:24]=[CH:23][N:22]([CH3:25])[N:21]=3)=[CH:16][CH:15]=2)[C:11]=1[CH3:12])[C:5]([O:7][CH3:8])=[O:6].CC(C)=[O:30].C(#N)C.I([O-])(=O)(=O)=O.[Na+], predict the reaction product. The product is: [CH:26]([C:3]1[C:2]([CH3:1])=[C:11]([CH3:12])[C:10]([CH2:13][C:14]2[CH:15]=[CH:16][C:17]([C:20]3[CH:24]=[CH:23][N:22]([CH3:25])[N:21]=3)=[CH:18][CH:19]=2)=[CH:9][C:4]=1[C:5]([O:7][CH3:8])=[O:6])=[O:30]. (2) Given the reactants C(OC([N:8]1[CH2:13][CH2:12][CH:11]([CH2:14][CH2:15][CH2:16][C:17]2[CH:22]=[CH:21][CH:20]=[CH:19][N:18]=2)[CH2:10][CH2:9]1)=O)(C)(C)C.[C:23]([OH:29])([C:25]([F:28])([F:27])[F:26])=[O:24], predict the reaction product. The product is: [OH:29][C:23]([C:25]([F:28])([F:27])[F:26])=[O:24].[OH:29][C:23]([C:25]([F:28])([F:27])[F:26])=[O:24].[N:18]1[CH:19]=[CH:20][CH:21]=[CH:22][C:17]=1[CH2:16][CH2:15][CH2:14][CH:11]1[CH2:12][CH2:13][NH:8][CH2:9][CH2:10]1. (3) Given the reactants [CH3:1][C:2]1[N:6]([CH:7]([CH3:11])[C:8]([OH:10])=O)[N:5]=[C:4]([C:12]([F:15])([F:14])[F:13])[N:3]=1.[Cl:16][C:17]1[CH:22]=[CH:21][C:20]([N:23]2[C:31]3[CH2:30][CH2:29][CH2:28][NH:27][C:26]=3[CH:25]=[N:24]2)=[CH:19][CH:18]=1.CCN(C(C)C)C(C)C, predict the reaction product. The product is: [Cl:16][C:17]1[CH:18]=[CH:19][C:20]([N:23]2[C:31]3[CH2:30][CH2:29][CH2:28][N:27]([C:8](=[O:10])[CH:7]([N:6]4[C:2]([CH3:1])=[N:3][C:4]([C:12]([F:15])([F:14])[F:13])=[N:5]4)[CH3:11])[C:26]=3[CH:25]=[N:24]2)=[CH:21][CH:22]=1. (4) Given the reactants Br[C:2]1[CH:7]=[CH:6][CH:5]=[CH:4][N:3]=1.C1C=CC(P(C2C(C3C(P(C4C=CC=CC=4)C4C=CC=CC=4)=CC=C4C=3C=CC=C4)=C3C(C=CC=C3)=CC=2)C2C=CC=CC=2)=CC=1.[CH:54]1([NH2:57])[CH2:56][CH2:55]1, predict the reaction product. The product is: [CH:54]1([NH:57][C:2]2[CH:7]=[CH:6][CH:5]=[CH:4][N:3]=2)[CH2:56][CH2:55]1. (5) The product is: [OH:17][C:18]1[CH:25]=[CH:24][CH:23]=[C:22]([O:16][CH2:15][C@@H:14]2[CH2:13][CH2:12][O:11][CH2:10][C@@H:9]2[C:8]2[N:4]([CH:1]([CH3:3])[CH3:2])[N:5]=[CH:6][CH:7]=2)[C:19]=1[CH:20]=[O:21]. Given the reactants [CH:1]([N:4]1[C:8]([C@@H:9]2[C@H:14]([CH2:15][OH:16])[CH2:13][CH2:12][O:11][CH2:10]2)=[CH:7][CH:6]=[N:5]1)([CH3:3])[CH3:2].[OH:17][C:18]1[CH:25]=[CH:24][CH:23]=[C:22](O)[C:19]=1[CH:20]=[O:21].C1C=CC(P(C2C=CC=CC=2)C2C=CC=CC=2)=CC=1.CC(OC(/N=N/C(OC(C)C)=O)=O)C, predict the reaction product. (6) Given the reactants [Cl:1][C:2]1[C:7](=[O:8])[CH:6]=[CH:5][NH:4][C:3]=1[N:9]=[C:10]([C:17]1[CH:22]=[CH:21][CH:20]=[CH:19][CH:18]=1)[C:11]1[CH:16]=[CH:15][CH:14]=[CH:13][CH:12]=1.C(=O)([O-])[O-].[Cs+].[Cs+].[F:29][C:30]1[CH:31]=[C:32]([N+:37]([O-:39])=[O:38])[CH:33]=[CH:34][C:35]=1F.O, predict the reaction product. The product is: [Cl:1][C:2]1[C:3]([N:9]=[C:10]([C:11]2[CH:16]=[CH:15][CH:14]=[CH:13][CH:12]=2)[C:17]2[CH:22]=[CH:21][CH:20]=[CH:19][CH:18]=2)=[N:4][CH:5]=[CH:6][C:7]=1[O:8][C:35]1[CH:34]=[CH:33][C:32]([N+:37]([O-:39])=[O:38])=[CH:31][C:30]=1[F:29].